Dataset: Catalyst prediction with 721,799 reactions and 888 catalyst types from USPTO. Task: Predict which catalyst facilitates the given reaction. (1) Reactant: [C:1]([O:5][C:6]([N:8]1[CH:21]([C:22]([OH:24])=O)[CH2:20][C:19]2[CH:18]=[C:17]3[C:12]([O:13][C@@H:14]([C:26]4[CH:31]=[CH:30][C:29]([O:32][CH2:33][C:34]5[CH:39]=[CH:38][C:37]([Cl:40])=[C:36]([Cl:41])[CH:35]=5)=[CH:28][CH:27]=4)[CH2:15][N:16]3[CH3:25])=[CH:11][C:10]=2[CH2:9]1)=[O:7])([CH3:4])([CH3:3])[CH3:2].CN(C(ON1N=NC2C=CC=CC1=2)=[N+](C)C)C.F[P-](F)(F)(F)(F)F.CCN(C(C)C)C(C)C.[CH3:75][O:76][C:77](=[O:95])[C@@H:78]([NH2:94])[CH2:79][C:80]1[CH:85]=[CH:84][C:83]([C:86]2[CH:91]=[CH:90][C:89]([C:92]#[N:93])=[CH:88][CH:87]=2)=[CH:82][CH:81]=1. Product: [C:1]([O:5][C:6]([N:8]1[CH:21]([C:22](=[O:24])[NH:94][C@H:78]([C:77]([O:76][CH3:75])=[O:95])[CH2:79][C:80]2[CH:81]=[CH:82][C:83]([C:86]3[CH:91]=[CH:90][C:89]([C:92]#[N:93])=[CH:88][CH:87]=3)=[CH:84][CH:85]=2)[CH2:20][C:19]2[CH:18]=[C:17]3[C:12]([O:13][C@@H:14]([C:26]4[CH:27]=[CH:28][C:29]([O:32][CH2:33][C:34]5[CH:39]=[CH:38][C:37]([Cl:40])=[C:36]([Cl:41])[CH:35]=5)=[CH:30][CH:31]=4)[CH2:15][N:16]3[CH3:25])=[CH:11][C:10]=2[CH2:9]1)=[O:7])([CH3:2])([CH3:3])[CH3:4]. The catalyst class is: 18. (2) The catalyst class is: 65. Product: [CH2:11]([O:5][C:4](=[O:6])[C:3]1[CH:7]=[CH:8][CH:9]=[N:10][C:2]=1[NH2:1])[CH3:12]. Reactant: [NH2:1][C:2]1[N:10]=[CH:9][CH:8]=[CH:7][C:3]=1[C:4]([OH:6])=[O:5].[CH3:11][CH2:12]O. (3) Reactant: C([O:3][C:4](=O)[CH:5]([N:13]1[C:17]2[CH:18]=[C:19]([F:23])[C:20]([F:22])=[CH:21][C:16]=2[N:15]=[C:14]1[C:24]1[CH:29]=[CH:28][C:27]([Cl:30])=[CH:26][CH:25]=1)[CH:6]1[CH2:12][CH2:11][CH2:10][CH2:9][CH2:8][CH2:7]1)C.[H-].[Al+3].[Li+].[H-].[H-].[H-].C(C(C(C([O-])=O)O)O)([O-])=O.[K+].[Na+].C(OCC)(=O)C. Product: [Cl:30][C:27]1[CH:28]=[CH:29][C:24]([C:14]2[N:13]([CH:5]([CH:6]3[CH2:12][CH2:11][CH2:10][CH2:9][CH2:8][CH2:7]3)[CH2:4][OH:3])[C:17]3[CH:18]=[C:19]([F:23])[C:20]([F:22])=[CH:21][C:16]=3[N:15]=2)=[CH:25][CH:26]=1. The catalyst class is: 7. (4) Reactant: Cl.[CH2:2]([C:6]1[N:7]([NH2:19])[C:8]2[C:17]3[CH:16]=[CH:15][CH:14]=[CH:13][C:12]=3[N:11]=[CH:10][C:9]=2[N:18]=1)[CH2:3][CH2:4][CH3:5].[CH3:20][C:21]([CH3:23])=O. Product: [CH2:2]([C:6]1[N:7]([N:19]=[C:21]([CH3:23])[CH3:20])[C:8]2[C:17]3[CH:16]=[CH:15][CH:14]=[CH:13][C:12]=3[N:11]=[CH:10][C:9]=2[N:18]=1)[CH2:3][CH2:4][CH3:5]. The catalyst class is: 32. (5) Product: [Br:1][C:2]1[CH:3]=[C:4]([C:15]([OH:17])=[O:16])[C:5]2[C:6]([Cl:14])=[CH:7][N:8]([CH:11]([CH3:12])[CH3:13])[C:9]=2[CH:10]=1. Reactant: [Br:1][C:2]1[CH:3]=[C:4]([C:15]([O:17]C)=[O:16])[C:5]2[C:6]([Cl:14])=[CH:7][N:8]([CH:11]([CH3:13])[CH3:12])[C:9]=2[CH:10]=1.[OH-].[Na+]. The catalyst class is: 36. (6) Reactant: BrP(C)(C1C=CC=CC=1)(C1C=CC=CC=1)C1C=CC=CC=1.[CH3:22][C:23]([O-])([CH3:25])[CH3:24].[K+].O=C1C[CH:31]([C:33]([O:35][CH2:36][CH3:37])=[O:34])C1. Product: [CH2:22]=[C:23]1[CH2:25][CH:31]([C:33]([O:35][CH2:36][CH3:37])=[O:34])[CH2:24]1. The catalyst class is: 1. (7) Reactant: [CH3:1][C:2]1[C:10]2[C:9]([CH2:11][N:12]3[C:16]4[CH:17]=[CH:18][CH:19]=[CH:20][C:15]=4[N:14]([CH:21]([CH2:26][CH2:27][CH3:28])[CH2:22][C:23]([OH:25])=O)[C:13]3=[O:29])=[CH:8][S:7][C:6]=2[CH:5]=[CH:4][CH:3]=1.[CH2:30]([NH2:37])[C:31]1[CH:36]=[CH:35][CH:34]=[CH:33][CH:32]=1.ON1C2C=CC=CC=2N=N1.CN(C)CCCN=C=NCC. Product: [CH2:30]([NH:37][C:23](=[O:25])[CH2:22][CH:21]([N:14]1[C:15]2[CH:20]=[CH:19][CH:18]=[CH:17][C:16]=2[N:12]([CH2:11][C:9]2[C:10]3[C:2]([CH3:1])=[CH:3][CH:4]=[CH:5][C:6]=3[S:7][CH:8]=2)[C:13]1=[O:29])[CH2:26][CH2:27][CH3:28])[C:31]1[CH:36]=[CH:35][CH:34]=[CH:33][CH:32]=1. The catalyst class is: 20. (8) Reactant: [Br:1][C:2]1[CH:3]=[C:4]2[C:8](=[CH:9][CH:10]=1)[NH:7][CH2:6][CH2:5]2.CC(C)([O-])C.[K+].[C:17]([O:21][C:22]([N:24]1[CH2:29][CH2:28][CH:27]([O:30][C:31]2[CH:36]=[C:35](Cl)[N:34]=[CH:33][N:32]=2)[CH2:26][CH2:25]1)=[O:23])([CH3:20])([CH3:19])[CH3:18]. Product: [C:17]([O:21][C:22]([N:24]1[CH2:29][CH2:28][CH:27]([O:30][C:31]2[CH:36]=[C:35]([N:7]3[C:8]4[C:4](=[CH:3][C:2]([Br:1])=[CH:10][CH:9]=4)[CH2:5][CH2:6]3)[N:34]=[CH:33][N:32]=2)[CH2:26][CH2:25]1)=[O:23])([CH3:20])([CH3:18])[CH3:19]. The catalyst class is: 12.